This data is from Experimentally validated miRNA-target interactions with 360,000+ pairs, plus equal number of negative samples. The task is: Binary Classification. Given a miRNA mature sequence and a target amino acid sequence, predict their likelihood of interaction. (1) The miRNA is hsa-miR-623 with sequence AUCCCUUGCAGGGGCUGUUGGGU. The protein sequence of the target gene is MASGRLIKFVVFELLEFAAFSIPTLVITEQFATAYQGTRARSDNTHYWLIISCSIAYVALVTLLIWVPVKVILHKKRYIYRKIKGWRPVLMMCVVLTTLPCLTFSIAVTEVQKSINGSADVLPDMLPDLPVSLVLLSLIMVDIIEKLRIYPLRGSQKSSENGHIHSTSLQHIKTVTEQVRQSPENAASPQATNSTQVSQPSGAMTRSQESVFMGPQEPSCDSGILRMMSRRDVRAELFLWSFLLWSDTIEMVRVAGHPNVYKSSWLYPVYIFSFISLLRITFTPQNPLLNSLSVLLQDLP.... Result: 1 (interaction). (2) The miRNA is hsa-miR-767-5p with sequence UGCACCAUGGUUGUCUGAGCAUG. The protein sequence of the target gene is MNGEQQLDADAGSGMEEVELSWEDYLEETGSTAVPYGSFKHVDTRLQNGFAPGMKLEVAVRTDPETYWVATVITTCEQLLLLRYDGYGEDRRADFWCDIRKADLYPIGWCEQNKKTLEAPEGIRDKVSDWDEFLRQTLIGACSPPVPLLEGLRNGRNPLDLIAPGSRLECQAFQDSLSTWIVTVVENIGGRLKLRYEGLESSDNYEHWLYYLDPFLHHVGWAAQQGYELQPPSAIRHLKNEAEWQEILAKVKEEEEEPLPSYLFKDKQVIGIHTFSVNMKLEAVDPWSPFGISPATVVKV.... Result: 0 (no interaction). (3) The miRNA is hsa-miR-4723-5p with sequence UGGGGGAGCCAUGAGAUAAGAGCA. The protein sequence of the target gene is MSSYQKELEKYRDIDEDEILRTLSPEELEQLDCELQEMDPENMLLPAGLRQRDQTKKSPTGPLDREALLQYLEQQALEVKERDDLVPFTGEKKGKPYIQPKREIPAEEQITLEPELEEALAHATDAEMCDIAAILDMYTLMSNKQYYDALCSGEICNTEGISSVVQPDKYKPVPDEPPNPTNIEEILKRVRSNDKELEEVNLNNIQDIPIPMLSELCEAMKANTYVRSFSLVATRSGDPIANAVADMLRENRSLQSLNIESNFISSTGLMAVLKAVRENATLTELRVDNQRQWPGDAVEM.... Result: 0 (no interaction). (4) The miRNA is mmu-miR-7680-3p with sequence ACUGCUUGUUCACUGGAAUAGG. The protein sequence of the target gene is MSLYPSLEDLKVDKVIQAQTAFSANPANPAILSEASAPIPHDGNLYPRLYPELSQYMGLSLNEEEIRANVAVVSGAPLQGQLVARPSSINYMVAPVTGNDVGIRRAEIKQGIREVILCKDQDGKIGLRLKSIDNGIFVQLVQANSPASLVGLRFGDQVLQINGENCAGWSSDKAHKVLKQAFGEKITMTIRDRPFERTITMHKDSTGHVGFIFKNGKITSIVKDSSAARNGLLTEHNICEINGQNVIGLKDSQIADILSTSGTVVTITIMPAFIFEHIIKRMAPSIMKSLMDHTIPEV. Result: 0 (no interaction). (5) The miRNA is hsa-miR-4645-3p with sequence AGACAGUAGUUCUUGCCUGGUU. The protein sequence of the target gene is MAATFFGEVVKAPCRAGTEDEEEEEEGRRETPEDREVRLQLARKREVRLLRRQTKTSLEVSLLEKYPCSKFIIAIGNNAVAFLSSFVMNSGVWEEVGCAKLWNEWCRTTDTTHLSSTEAFCVFYHLKSNPSVFLCQCSCYVAEDQQYQWLEKVFGSCPRKNMQITILTCRHVTDYKTSESTGSLPSPFLRALKTQNFKDSACCPLLEQPNIVHDLPAAVLSYCQVWKIPAILYLCYTDVMKLDLITVEAFKPILSTRSLKGLVKNIPQSTEILKKLMTTNEIQSNIYT. Result: 0 (no interaction). (6) The miRNA is hsa-miR-302b-3p with sequence UAAGUGCUUCCAUGUUUUAGUAG. The protein sequence of the target gene is MEPRCPPPCGCCERLVLNVAGLRFETRARTLGRFPDTLLGDPARRGRFYDDARREYFFDRHRPSFDAVLYYYQSGGRLRRPAHVPLDVFLEEVAFYGLGAAALARLREDEGCPVPPERPLPRRAFARQLWLLFEFPESSQAARVLAVVSVLVILVSIVVFCLETLPDFRDDRDGTGLAAAAAAGPFPAPLNGSSQMPGNPPRLPFNDPFFVVETLCICWFSFELLVRLLVCPSKAIFFKNVMNLIDFVAILPYFVALGTELARQRGVGQQAMSLAILRVIRLVRVFRIFKLSRHSKGLQI.... Result: 1 (interaction). (7) The miRNA is hsa-miR-324-3p with sequence CCCACUGCCCCAGGUGCUGCUGG. The protein sequence of the target gene is MAVTALAARTWLGVWGVRTMQARGFGSDQSENVDRGAGSIREAGGAFGKREQAEEERYFRAQSREQLAALKKHHEEEIVHHKKEIERLQKEIERHKQKIKMLKHDD. Result: 1 (interaction).